This data is from Reaction yield outcomes from USPTO patents with 853,638 reactions. The task is: Predict the reaction yield, written as a fraction of the theoretical maximum amount of product (1.0 means a 100% yield; for example, 0.34 means a 34% yield). (1) The reactants are CC(O)(C)C.[CH:6]1([CH:9]=[O:10])[CH2:8][CH2:7]1.[N+:11]([CH3:14])([O-:13])=[O:12].CC([O-])(C)C.[K+]. The catalyst is C1COCC1. The product is [CH:6]1([CH:9]([OH:10])[CH2:14][N+:11]([O-:13])=[O:12])[CH2:8][CH2:7]1. The yield is 0.990. (2) The reactants are [Br-].[CH3:2][N:3]([CH3:25])[CH2:4][CH2:5][P+](C1C=CC=CC=1)(C1C=CC=CC=1)C1C=CC=CC=1.CC(C)([O-])C.[K+].[O:32]1[CH2:37][CH2:36][CH2:35][CH2:34][CH:33]1[O:38][CH2:39][CH2:40][O:41][C:42]1[C:43]([CH:48]=O)=[N:44][CH:45]=[CH:46][CH:47]=1. The catalyst is C1COCC1.CC(O)(C)C. The product is [CH3:2][N:3]([CH3:25])[CH2:4]/[CH:5]=[CH:48]\[C:43]1[C:42]([O:41][CH2:40][CH2:39][O:38][CH:33]2[CH2:34][CH2:35][CH2:36][CH2:37][O:32]2)=[CH:47][CH:46]=[CH:45][N:44]=1. The yield is 0.100. (3) The reactants are [Br:1][C:2]1[N:7]=[C:6]([CH2:8][O:9]/[N:10]=[C:11](/[C:17]2[CH:22]=[CH:21][CH:20]=[CH:19][CH:18]=2)\[C:12](=[NH:16])[N:13]([OH:15])[CH3:14])[CH:5]=[CH:4][CH:3]=1.[C:23](N1C=CN=C1)(N1C=CN=C1)=[O:24]. The catalyst is C(#N)C.CCOC(C)=O. The product is [Br:1][C:2]1[N:7]=[C:6]([CH2:8][O:9]/[N:10]=[C:11](/[C:17]2[CH:22]=[CH:21][CH:20]=[CH:19][CH:18]=2)\[C:12]2[N:13]([CH3:14])[O:15][C:23](=[O:24])[N:16]=2)[CH:5]=[CH:4][CH:3]=1. The yield is 0.950. (4) The reactants are [CH3:1][C:2]1([CH3:28])[CH2:7][O:6][CH:5]([CH2:8][O:9][C:10]2[CH:15]=[CH:14][N:13]=[C:12]([CH2:16][S:17][C:18]3[NH:22][C:21]4[CH:23]=[CH:24][CH:25]=[CH:26][C:20]=4[N:19]=3)[C:11]=2[CH3:27])[O:4][CH2:3]1.ClC1C=CC=C(C(OO)=[O:37])C=1.C(=O)([O-])O.[Na+]. The catalyst is CO.C1(C)C=CC=CC=1. The product is [CH3:1][C:2]1([CH3:28])[CH2:7][O:6][CH:5]([CH2:8][O:9][C:10]2[CH:15]=[CH:14][N:13]=[C:12]([CH2:16][S:17]([C:18]3[NH:19][C:20]4[CH:26]=[CH:25][CH:24]=[CH:23][C:21]=4[N:22]=3)=[O:37])[C:11]=2[CH3:27])[O:4][CH2:3]1. The yield is 0.762.